Dataset: Full USPTO retrosynthesis dataset with 1.9M reactions from patents (1976-2016). Task: Predict the reactants needed to synthesize the given product. (1) Given the product [CH3:42][C:32]1[CH:37]=[CH:36][C:35]([S:38]([O:28][CH2:27][C:26]([OH:30])([CH3:29])[CH2:25][O:24][C:19]2[CH:20]=[C:21]3[C:16](=[CH:17][CH:18]=2)[N:15]=[CH:14][N:13]([C:8]2[CH:7]=[C:6]([C:5]([NH:4][CH:1]4[CH2:3][CH2:2]4)=[O:31])[CH:11]=[CH:10][C:9]=2[CH3:12])[C:22]3=[O:23])(=[O:40])=[O:39])=[CH:34][CH:33]=1, predict the reactants needed to synthesize it. The reactants are: [CH:1]1([NH:4][C:5](=[O:31])[C:6]2[CH:11]=[CH:10][C:9]([CH3:12])=[C:8]([N:13]3[C:22](=[O:23])[C:21]4[C:16](=[CH:17][CH:18]=[C:19]([O:24][CH2:25][C:26]([OH:30])([CH3:29])[CH2:27][OH:28])[CH:20]=4)[N:15]=[CH:14]3)[CH:7]=2)[CH2:3][CH2:2]1.[C:32]1([CH3:42])[CH:37]=[CH:36][C:35]([S:38](Cl)(=[O:40])=[O:39])=[CH:34][CH:33]=1. (2) Given the product [CH3:1][O:2][CH2:3][CH2:4][O:5][CH2:6][CH2:7][O:8][CH2:9][CH2:10][O:11][CH2:12][CH2:13][O:14][CH2:15][CH2:16][O:17][CH2:18][CH2:19][O:20][CH2:21][CH2:22][O:23][CH2:28][CH2:29][O:30][CH2:31][CH2:32][O:33][CH2:34][CH2:35][OH:36], predict the reactants needed to synthesize it. The reactants are: [CH3:1][O:2][CH2:3][CH2:4][O:5][CH2:6][CH2:7][O:8][CH2:9][CH2:10][O:11][CH2:12][CH2:13][O:14][CH2:15][CH2:16][O:17][CH2:18][CH2:19][O:20][CH2:21][CH2:22][O:23]S(C)(=O)=O.[CH2:28](O)[CH2:29][O:30][CH2:31][CH2:32][O:33][CH2:34][CH2:35][OH:36].CO. (3) Given the product [CH2:16]([O:10][C:9]([C:7]1[CH:8]=[N:3][CH:4]=[C:5]([CH:6]=1)[C:12]([OH:14])=[O:13])=[O:11])[C:17]1[CH:22]=[CH:21][CH:20]=[CH:19][CH:18]=1, predict the reactants needed to synthesize it. The reactants are: [H-].[Na+].[N:3]1[CH:8]=[C:7]([C:9]([OH:11])=[O:10])[CH:6]=[C:5]([C:12]([OH:14])=[O:13])[CH:4]=1.Br[CH2:16][C:17]1[CH:22]=[CH:21][CH:20]=[CH:19][CH:18]=1. (4) Given the product [CH3:19][C:8]1([CH3:20])[C:7]2[CH:6]=[C:5]3[NH:21][C:2]([NH:1][C:22](=[O:25])[CH2:23][CH3:24])=[N:3][C:4]3=[CH:12][C:11]=2[N:10]([CH2:13][CH2:14][CH2:15][CH2:16][CH3:17])[C:9]1=[O:18], predict the reactants needed to synthesize it. The reactants are: [NH2:1][C:2]1[NH:21][C:5]2=[CH:6][C:7]3[C:8]([CH3:20])([CH3:19])[C:9](=[O:18])[N:10]([CH2:13][CH2:14][CH2:15][CH2:16][CH3:17])[C:11]=3[CH:12]=[C:4]2[N:3]=1.[C:22](Cl)(=[O:25])[CH2:23][CH3:24]. (5) Given the product [Cl:1][C:2]1[CH:7]=[CH:6][CH:5]=[CH:4][C:3]=1[CH:8]([O:33][C:41](=[O:43])[CH3:42])[C:9]1[N:24]([C:25]2[C:30]([F:31])=[CH:29][CH:28]=[CH:27][C:26]=2[F:32])[C:12]2[N:13]=[C:14]([NH:17][CH:18]([CH3:23])[C:19]([OH:21])([CH3:22])[CH3:20])[N:15]=[CH:16][C:11]=2[CH:10]=1, predict the reactants needed to synthesize it. The reactants are: [Cl:1][C:2]1[CH:7]=[CH:6][CH:5]=[CH:4][C:3]=1[CH:8]([OH:33])[C:9]1[N:24]([C:25]2[C:30]([F:31])=[CH:29][CH:28]=[CH:27][C:26]=2[F:32])[C:12]2[N:13]=[C:14]([NH:17][CH:18]([CH3:23])[C:19]([CH3:22])([OH:21])[CH3:20])[N:15]=[CH:16][C:11]=2[CH:10]=1.C(N(CC)CC)C.[C:41](Cl)(=[O:43])[CH3:42].C(OCC)(=O)C. (6) Given the product [NH2:18][C:17]1[N:9]([C:3]2[CH:4]=[C:5]([F:8])[CH:6]=[CH:7][C:2]=2[F:1])[C:10](=[S:11])[NH:12][C:20](=[O:21])[CH:19]=1, predict the reactants needed to synthesize it. The reactants are: [F:1][C:2]1[CH:7]=[CH:6][C:5]([F:8])=[CH:4][C:3]=1[NH:9][C:10]([NH2:12])=[S:11].[O-]CC.[Na+].[C:17]([CH2:19][C:20](OCC)=[O:21])#[N:18]. (7) Given the product [NH2:10][C:11]([C@@H:13]1[CH2:17][CH2:16][C@H:15]([C:18]2[CH:23]=[CH:22][C:21]([O:24][CH2:2][C:3]3[CH:8]=[CH:7][CH:6]=[CH:5][C:4]=3[F:9])=[CH:20][CH:19]=2)[N:14]1[C:25]([O:27][C:28]([CH3:31])([CH3:30])[CH3:29])=[O:26])=[O:12], predict the reactants needed to synthesize it. The reactants are: Br[CH2:2][C:3]1[CH:8]=[CH:7][CH:6]=[CH:5][C:4]=1[F:9].[NH2:10][C:11]([C@@H:13]1[CH2:17][CH2:16][C@H:15]([C:18]2[CH:23]=[CH:22][C:21]([OH:24])=[CH:20][CH:19]=2)[N:14]1[C:25]([O:27][C:28]([CH3:31])([CH3:30])[CH3:29])=[O:26])=[O:12].C(=O)([O-])[O-].[K+].[K+].C(OCC)(=O)C. (8) Given the product [F:7][C:8]1[CH:9]=[C:10]([CH2:11][C:21]([C:20]2[CH:24]=[C:25]([F:28])[C:26]([F:27])=[C:18]([F:17])[CH:19]=2)=[O:22])[CH:13]=[C:14]([F:16])[CH:15]=1, predict the reactants needed to synthesize it. The reactants are: C([Cu])#N.[Li+].[Br-].[Br-].[F:7][C:8]1[CH:9]=[C:10]([CH:13]=[C:14]([F:16])[CH:15]=1)[CH2:11][Zn+].[F:17][C:18]1[CH:19]=[C:20]([CH:24]=[C:25]([F:28])[C:26]=1[F:27])[C:21](Cl)=[O:22].